From a dataset of Retrosynthesis with 50K atom-mapped reactions and 10 reaction types from USPTO. Predict the reactants needed to synthesize the given product. (1) Given the product Nc1nccn2c(C3CNC3)nc(-c3ccc(Oc4ccccc4)cc3)c12, predict the reactants needed to synthesize it. The reactants are: CC(C)(C)OC(=O)N1CC(c2nc(-c3ccc(Oc4ccccc4)cc3)c3c(N)nccn23)C1. (2) Given the product CCCCN(C(=O)Cl)c1c(C)cccc1C, predict the reactants needed to synthesize it. The reactants are: CCCCNc1c(C)cccc1C.O=C(Cl)Cl. (3) Given the product COC(=O)c1cc(NC2CCN(C(=O)OC(C)(C)C)CC2)nc(Cl)n1, predict the reactants needed to synthesize it. The reactants are: CC(C)(C)OC(=O)N1CCC(N)CC1.COC(=O)c1cc(Cl)nc(Cl)n1. (4) Given the product O=c1[nH]c2cc(Cl)c(Nc3ncnc4[nH]c5c(c34)CCCC5)cc2s1, predict the reactants needed to synthesize it. The reactants are: Clc1ncnc2[nH]c3c(c12)CCCC3.Nc1cc2sc(=O)[nH]c2cc1Cl.